From a dataset of Reaction yield outcomes from USPTO patents with 853,638 reactions. Predict the reaction yield, written as a fraction of the theoretical maximum amount of product (1.0 means a 100% yield; for example, 0.34 means a 34% yield). (1) The reactants are Br[C:2]1[CH:3]=[CH:4][C:5]2[N:6]([C:15]3[CH:27]=[CH:26][C:25]4[C:24]5[C:19](=[CH:20][CH:21]=[CH:22][CH:23]=5)[C:18]([CH3:29])([CH3:28])[C:17]=4[CH:16]=3)[C:7]3[C:12]([C:13]=2[CH:14]=1)=[CH:11][CH:10]=[CH:9][CH:8]=3.[Li]CCCC.[B:35](OC)([O:38]C)[O:36]C. The catalyst is C1COCC1. The product is [CH3:29][C:18]1([CH3:28])[C:17]2[CH:16]=[C:15]([N:6]3[C:5]4[CH:4]=[CH:3][C:2]([B:35]([OH:38])[OH:36])=[CH:14][C:13]=4[C:12]4[C:7]3=[CH:8][CH:9]=[CH:10][CH:11]=4)[CH:27]=[CH:26][C:25]=2[C:24]2[C:19]1=[CH:20][CH:21]=[CH:22][CH:23]=2. The yield is 0.850. (2) The reactants are Cl[C:2]1[C:7]([C:8]([O:10][CH3:11])=[O:9])=[CH:6][N:5]=[C:4]([N:12]2[CH2:17][CH2:16][N:15]3[C:18]4[CH:24]=[C:23]([S:25]([CH3:28])(=[O:27])=[O:26])[C:22]([C:29]([O:31][CH3:32])=[O:30])=[CH:21][C:19]=4[N:20]=[C:14]3[C@H:13]2[CH:33]([CH3:35])[CH3:34])[N:3]=1.[CH3:36]B1OB(C)OB(C)O1.C([O-])([O-])=O.[K+].[K+]. The catalyst is O1CCOCC1.C1C=CC([P]([Pd]([P](C2C=CC=CC=2)(C2C=CC=CC=2)C2C=CC=CC=2)([P](C2C=CC=CC=2)(C2C=CC=CC=2)C2C=CC=CC=2)[P](C2C=CC=CC=2)(C2C=CC=CC=2)C2C=CC=CC=2)(C2C=CC=CC=2)C2C=CC=CC=2)=CC=1. The product is [CH:33]([C@H:13]1[N:12]([C:4]2[N:3]=[C:2]([CH3:36])[C:7]([C:8]([O:10][CH3:11])=[O:9])=[CH:6][N:5]=2)[CH2:17][CH2:16][N:15]2[C:18]3[CH:24]=[C:23]([S:25]([CH3:28])(=[O:27])=[O:26])[C:22]([C:29]([O:31][CH3:32])=[O:30])=[CH:21][C:19]=3[N:20]=[C:14]12)([CH3:35])[CH3:34]. The yield is 0.750.